The task is: Predict the product of the given reaction.. This data is from Forward reaction prediction with 1.9M reactions from USPTO patents (1976-2016). (1) Given the reactants [CH2:1]([O:8][C:9]1[CH:10]=[C:11]([CH:14]=[CH:15][C:16]=1[O:17][CH2:18][C:19]1[CH:24]=[CH:23][CH:22]=[CH:21][CH:20]=1)[CH2:12][OH:13])[C:2]1[CH:7]=[CH:6][CH:5]=[CH:4][CH:3]=1.[I:25]I, predict the reaction product. The product is: [CH2:1]([O:8][C:9]1[CH:10]=[C:11]([C:14]([I:25])=[CH:15][C:16]=1[O:17][CH2:18][C:19]1[CH:24]=[CH:23][CH:22]=[CH:21][CH:20]=1)[CH2:12][OH:13])[C:2]1[CH:3]=[CH:4][CH:5]=[CH:6][CH:7]=1. (2) Given the reactants Br[C:2]1[CH2:7][CH2:6][CH2:5][C:4](=[O:8])[CH:3]=1.CC1(C)C(C)(C)OB([C:17]2[CH:18]=[C:19]3[C:24](=[CH:25][CH:26]=2)[N:23]=[CH:22][CH:21]=[CH:20]3)O1, predict the reaction product. The product is: [N:23]1[C:24]2[C:19](=[CH:18][C:17]([C:2]3[CH2:7][CH2:6][CH2:5][C:4](=[O:8])[CH:3]=3)=[CH:26][CH:25]=2)[CH:20]=[CH:21][CH:22]=1. (3) The product is: [F:42][C:2]([F:1])([F:41])[C:3]([C:12]1[CH:13]=[C:14]([CH:25]=[CH:26][C:27]=1[Sn:28]([CH2:29][CH2:30][CH2:31][CH3:32])([CH2:33][CH2:34][CH2:35][CH3:36])[CH2:37][CH2:38][CH2:39][CH3:40])[CH2:15][N:16]([CH3:24])[C:17](=[O:23])[CH2:18][CH2:19][C:20]([O:22][N:44]1[C:48](=[O:49])[CH2:47][CH2:46][C:45]1=[O:50])=[O:21])([O:8][CH2:9][O:10][CH3:11])[C:4]([F:7])([F:6])[F:5]. Given the reactants [F:1][C:2]([F:42])([F:41])[C:3]([C:12]1[CH:13]=[C:14]([CH:25]=[CH:26][C:27]=1[Sn:28]([CH2:37][CH2:38][CH2:39][CH3:40])([CH2:33][CH2:34][CH2:35][CH3:36])[CH2:29][CH2:30][CH2:31][CH3:32])[CH2:15][N:16]([CH3:24])[C:17](=[O:23])[CH2:18][CH2:19][C:20]([OH:22])=[O:21])([O:8][CH2:9][O:10][CH3:11])[C:4]([F:7])([F:6])[F:5].O[N:44]1[C:48](=[O:49])[CH2:47][CH2:46][C:45]1=[O:50].CCN=C=NCCCN(C)C, predict the reaction product. (4) Given the reactants [OH-:1].[Na+].[CH3:3][O:4][C:5]1[N:10]2[N:11]=[C:12]([CH2:14][O:15][CH:16]3[CH2:21][CH2:20][CH2:19][CH2:18][O:17]3)[CH:13]=[C:9]2[C:8]([CH:22]=[O:23])=[CH:7][CH:6]=1, predict the reaction product. The product is: [CH3:3][O:4][C:5]1[N:10]2[N:11]=[C:12]([CH2:14][O:15][CH:16]3[CH2:21][CH2:20][CH2:19][CH2:18][O:17]3)[CH:13]=[C:9]2[C:8]([C:22]([OH:1])=[O:23])=[CH:7][CH:6]=1.